Dataset: Full USPTO retrosynthesis dataset with 1.9M reactions from patents (1976-2016). Task: Predict the reactants needed to synthesize the given product. (1) Given the product [CH2:23]([O:22][C:20](=[O:21])[C:19]([O:17][C:12]1[CH:11]=[CH:10][C:9]([O:8][CH2:1][C:2]2[CH:3]=[CH:4][CH:5]=[CH:6][CH:7]=2)=[CH:16][C:13]=1[CH:14]=[O:15])([CH3:26])[CH3:25])[CH3:24], predict the reactants needed to synthesize it. The reactants are: [CH2:1]([O:8][C:9]1[CH:10]=[CH:11][C:12]([OH:17])=[C:13]([CH:16]=1)[CH:14]=[O:15])[C:2]1[CH:7]=[CH:6][CH:5]=[CH:4][CH:3]=1.Br[C:19]([CH3:26])([CH3:25])[C:20]([O:22][CH2:23][CH3:24])=[O:21].C(=O)([O-])[O-].[Cs+].[Cs+]. (2) The reactants are: [OH:1][CH2:2][N:3]1[CH2:16][CH2:15][C:6]2[NH:7][C:8]3[CH:9]=[CH:10][C:11]([CH3:14])=[CH:12][C:13]=3[C:5]=2[C:4]1=[O:17].[CH3:18][C:19]1[CH:24]=[CH:23][C:22]([CH:25]=[CH2:26])=[CH:21][N:20]=1.[OH-].[K+]. Given the product [OH:1][CH2:2][N:3]1[CH2:16][CH2:15][C:6]2[N:7]([CH2:26][CH2:25][C:22]3[CH:21]=[N:20][C:19]([CH3:18])=[CH:24][CH:23]=3)[C:8]3[CH:9]=[CH:10][C:11]([CH3:14])=[CH:12][C:13]=3[C:5]=2[C:4]1=[O:17], predict the reactants needed to synthesize it. (3) Given the product [C:1]([O:5][C:6]([N:8]1[CH2:12][CH2:11][CH2:10][CH:9]1[C:13]1[N:14]([CH2:20][O:21][CH2:22][CH2:23][Si:24]([CH3:27])([CH3:26])[CH3:25])[C:15]([C:18]#[CH:28])=[CH:16][N:17]=1)=[O:7])([CH3:3])([CH3:2])[CH3:4], predict the reactants needed to synthesize it. The reactants are: [C:1]([O:5][C:6]([N:8]1[CH2:12][CH2:11][CH2:10][CH:9]1[C:13]1[N:14]([CH2:20][O:21][CH2:22][CH2:23][Si:24]([CH3:27])([CH3:26])[CH3:25])[C:15]([CH:18]=O)=[CH:16][N:17]=1)=[O:7])([CH3:4])([CH3:3])[CH3:2].[CH3:28]C(C)C(=O)C(P(=O)([O-])[O-])=[N+]=[N-].C(=O)([O-])[O-].[K+].[K+].O. (4) Given the product [CH2:1]([O:8][C:9]([C@@H:11]1[CH2:16][CH2:15][C@@H:14]([NH:17][O:18][CH2:19][C:20]2[CH:25]=[CH:24][CH:23]=[CH:22][CH:21]=2)[CH2:13][NH:12]1)=[O:10])[C:2]1[CH:3]=[CH:4][CH:5]=[CH:6][CH:7]=1, predict the reactants needed to synthesize it. The reactants are: [CH2:1]([O:8][C:9]([C@@H:11]1[CH2:16][CH2:15][C:14](=[N:17][O:18][CH2:19][C:20]2[CH:25]=[CH:24][CH:23]=[CH:22][CH:21]=2)[CH2:13][NH:12]1)=[O:10])[C:2]1[CH:7]=[CH:6][CH:5]=[CH:4][CH:3]=1.S(=O)(=O)(O)O.[BH4-].[Na+]. (5) Given the product [Br:3][C:4]1[CH:9]=[CH:8][C:7]([O:10][CH2:13][CH2:14][CH2:15][CH3:16])=[C:6]([F:11])[CH:5]=1, predict the reactants needed to synthesize it. The reactants are: [OH-].[Na+].[Br:3][C:4]1[CH:9]=[CH:8][C:7]([OH:10])=[C:6]([F:11])[CH:5]=1.Br[CH2:13][CH2:14][CH2:15][CH3:16]. (6) The reactants are: O=[C:2]([CH2:8][CH3:9])[CH2:3][C:4]([O:6][CH3:7])=[O:5].C([O-])(=O)C.[NH4+:14].C(O)(=O)C. Given the product [NH2:14][C:2]([CH2:8][CH3:9])=[CH:3][C:4]([O:6][CH3:7])=[O:5], predict the reactants needed to synthesize it. (7) Given the product [C:1]([C:3]([C:6]1[CH:7]=[C:8]([CH:35]=[CH:36][CH:37]=1)[C:9]([NH:11][C:12]1[CH:13]=[CH:14][C:15]([CH3:34])=[C:16]([NH:18][C:19]([C:21]2[CH:26]=[C:25]([CH3:27])[N:24]=[C:38]([N:39]3[CH2:40][CH2:41][CH:47]([OH:48])[CH:43]([OH:42])[CH2:44]3)[N:22]=2)=[O:20])[CH:17]=1)=[O:10])([CH3:5])[CH3:4])#[N:2], predict the reactants needed to synthesize it. The reactants are: [C:1]([C:3]([C:6]1[CH:7]=[C:8]([CH:35]=[CH:36][CH:37]=1)[C:9]([NH:11][C:12]1[CH:13]=[CH:14][C:15]([CH3:34])=[C:16]([NH:18][C:19]([C:21]2[CH:26]=[C:25]([CH3:27])[N:24]=C(N3CC=CCC3)[N:22]=2)=[O:20])[CH:17]=1)=[O:10])([CH3:5])[CH3:4])#[N:2].[CH3:38][N+:39]1([O-])[CH2:44][CH2:43][O:42][CH2:41][CH2:40]1.C[C:47](C)=[O:48].O.